This data is from Reaction yield outcomes from USPTO patents with 853,638 reactions. The task is: Predict the reaction yield, written as a fraction of the theoretical maximum amount of product (1.0 means a 100% yield; for example, 0.34 means a 34% yield). (1) The reactants are C(Cl)(=O)C(Cl)=O.[Br:7][C:8]1[CH:16]=[CH:15][C:11]([C:12](O)=[O:13])=[CH:10][C:9]=1[F:17].Cl.[CH3:19][NH:20][O:21][CH3:22].C(=O)([O-])[O-].[K+].[K+]. The catalyst is C(Cl)Cl.O.CN(C=O)C. The product is [Br:7][C:8]1[CH:16]=[CH:15][C:11]([C:12]([N:20]([O:21][CH3:22])[CH3:19])=[O:13])=[CH:10][C:9]=1[F:17]. The yield is 0.990. (2) The reactants are C1(C)C=CC=CC=1.[Cl:8][C:9]1[CH:14]=[CH:13][C:12](Br)=[CH:11][C:10]=1[O:16][CH3:17].[C:18]([N:25]1[CH2:30][CH2:29][NH:28][CH2:27][CH2:26]1)([O:20][C:21]([CH3:24])([CH3:23])[CH3:22])=[O:19].CC(C)([O-])C.[Na+]. The catalyst is C1C=CC(/C=C/C(/C=C/C2C=CC=CC=2)=O)=CC=1.C1C=CC(/C=C/C(/C=C/C2C=CC=CC=2)=O)=CC=1.C1C=CC(/C=C/C(/C=C/C2C=CC=CC=2)=O)=CC=1.[Pd].[Pd].C1C=CC(P(C2C(C3C(P(C4C=CC=CC=4)C4C=CC=CC=4)=CC=C4C=3C=CC=C4)=C3C(C=CC=C3)=CC=2)C2C=CC=CC=2)=CC=1.CCOC(C)=O. The product is [Cl:8][C:9]1[CH:14]=[CH:13][C:12]([N:28]2[CH2:27][CH2:26][N:25]([C:18]([O:20][C:21]([CH3:24])([CH3:23])[CH3:22])=[O:19])[CH2:30][CH2:29]2)=[CH:11][C:10]=1[O:16][CH3:17]. The yield is 0.930. (3) The reactants are Br[C:2]1[C:7](=[O:8])[N:6]([CH2:9][C:10]2[CH:15]=[CH:14][C:13]([C:16]3[C:17]([C:22]#[N:23])=[CH:18][CH:19]=[CH:20][CH:21]=3)=[CH:12][CH:11]=2)[C:5]([CH2:24][CH2:25][CH3:26])=[N:4][C:3]=1[CH3:27].[CH3:28][C:29]1([CH3:42])[CH2:38][CH2:37][C:36]2[C:31](=[CH:32][CH:33]=[C:34](B(O)O)[CH:35]=2)[O:30]1.C(=O)([O-])[O-].[Cs+].[Cs+]. The catalyst is O1CCOCC1.C(OCC)(=O)C.C1C=CC(P(C2C=CC=CC=2)[C-]2C=CC=C2)=CC=1.C1C=CC(P(C2C=CC=CC=2)[C-]2C=CC=C2)=CC=1.Cl[Pd]Cl.[Fe+2]. The product is [CH3:28][C:29]1([CH3:42])[CH2:38][CH2:37][C:36]2[C:31](=[CH:32][CH:33]=[C:34]([C:2]3[C:7](=[O:8])[N:6]([CH2:9][C:10]4[CH:15]=[CH:14][C:13]([C:16]5[C:17]([C:22]#[N:23])=[CH:18][CH:19]=[CH:20][CH:21]=5)=[CH:12][CH:11]=4)[C:5]([CH2:24][CH2:25][CH3:26])=[N:4][C:3]=3[CH3:27])[CH:35]=2)[O:30]1. The yield is 0.490. (4) The reactants are N1C=CC=CC=1S[C:8]([C:10]12[CH2:19][CH:14]3[CH2:15][CH:16]([CH2:18][C:12]([N+:20]([O-:22])=[O:21])([CH2:13]3)[CH2:11]1)[CH2:17]2)=[O:9].[F:23][C:24]1[CH:25]=[C:26]2[C:30](=[CH:31][CH:32]=1)[NH:29][C:28](=[O:33])[C:27]2=[C:34]1[C:42]2[C:37](=[CH:38][C:39]([CH2:43][CH2:44][CH2:45][OH:46])=[CH:40][CH:41]=2)[CH2:36][O:35]1.[NH4+].[Cl-].C([O-])(O)=O.[Na+]. The catalyst is C(#N)C.[Cu](Br)Br. The product is [F:23][C:24]1[CH:25]=[C:26]2[C:30](=[CH:31][CH:32]=1)[NH:29][C:28](=[O:33])[C:27]2=[C:34]1[C:42]2[C:37](=[CH:38][C:39]([CH2:43][CH2:44][CH2:45][O:46][C:8]([C:10]34[CH2:19][CH:14]5[CH2:15][CH:16]([CH2:18][C:12]([N+:20]([O-:22])=[O:21])([CH2:13]5)[CH2:11]3)[CH2:17]4)=[O:9])=[CH:40][CH:41]=2)[CH2:36][O:35]1. The yield is 0.330.